Dataset: Peptide-MHC class I binding affinity with 185,985 pairs from IEDB/IMGT. Task: Regression. Given a peptide amino acid sequence and an MHC pseudo amino acid sequence, predict their binding affinity value. This is MHC class I binding data. (1) The peptide sequence is FANYGFTLA. The MHC is HLA-A02:03 with pseudo-sequence HLA-A02:03. The binding affinity (normalized) is 0.646. (2) The peptide sequence is LTPVATGAQRL. The MHC is Mamu-A01 with pseudo-sequence Mamu-A01. The binding affinity (normalized) is 1.00. (3) The peptide sequence is CLPACVYGL. The MHC is HLA-A68:02 with pseudo-sequence HLA-A68:02. The binding affinity (normalized) is 0.239. (4) The MHC is HLA-B35:01 with pseudo-sequence HLA-B35:01. The binding affinity (normalized) is 0.484. The peptide sequence is IPGDILSII.